The task is: Predict which catalyst facilitates the given reaction.. This data is from Catalyst prediction with 721,799 reactions and 888 catalyst types from USPTO. (1) Reactant: [CH3:1][C:2]1[O:6][C:5]([C:7]2[CH:8]=[C:9]([CH3:13])[CH:10]=[CH:11][CH:12]=2)=[N:4][C:3]=1[CH2:14][O:15][C@H:16]1[CH2:21][CH2:20][CH2:19][C@@H:18]([O:22][CH2:23][CH2:24][CH2:25][C:26]#[N:27])[CH2:17]1.C([Sn]([N:41]=[N+:42]=[N-:43])(CCCC)CCCC)CCC.C(O)(C(F)(F)F)=O. Product: [CH3:1][C:2]1[O:6][C:5]([C:7]2[CH:8]=[C:9]([CH3:13])[CH:10]=[CH:11][CH:12]=2)=[N:4][C:3]=1[CH2:14][O:15][C@H:16]1[CH2:21][CH2:20][CH2:19][C@@H:18]([O:22][CH2:23][CH2:24][CH2:25][C:26]2[N:41]=[N:42][NH:43][N:27]=2)[CH2:17]1. The catalyst class is: 113. (2) Reactant: [H-].[Na+].[F:3][C:4]1[C:5]([CH2:16][N:17]([CH3:25])[C:18](=[O:24])[O:19][C:20]([CH3:23])([CH3:22])[CH3:21])=[CH:6][NH:7][C:8]=1[C:9]1[C:10]([F:15])=[N:11][CH:12]=[CH:13][CH:14]=1.C1OCCOCCOCCOCCOC1.[CH3:41][C:42]1[CH:47]=[CH:46][N:45]=[C:44]([S:48](F)(=[O:50])=[O:49])[CH:43]=1. Product: [F:3][C:4]1[C:5]([CH2:16][N:17]([CH3:25])[C:18](=[O:24])[O:19][C:20]([CH3:21])([CH3:22])[CH3:23])=[CH:6][N:7]([S:48]([C:44]2[CH:43]=[C:42]([CH3:41])[CH:47]=[CH:46][N:45]=2)(=[O:50])=[O:49])[C:8]=1[C:9]1[C:10]([F:15])=[N:11][CH:12]=[CH:13][CH:14]=1. The catalyst class is: 30.